Dataset: Catalyst prediction with 721,799 reactions and 888 catalyst types from USPTO. Task: Predict which catalyst facilitates the given reaction. (1) Reactant: C(N(CC)CC)C.[CH3:8][S:9](Cl)(=[O:11])=[O:10].[OH:13][CH2:14][CH:15]1[CH:19]([CH3:20])[N:18]([CH2:21][C:22]2[CH:27]=[CH:26][C:25]([O:28][CH3:29])=[CH:24][CH:23]=2)[C:17](=[O:30])[CH2:16]1.O. Product: [CH3:8][S:9]([O:13][CH2:14][C@H:15]1[CH2:16][C:17](=[O:30])[N:18]([CH2:21][C:22]2[CH:23]=[CH:24][C:25]([O:28][CH3:29])=[CH:26][CH:27]=2)[C@@H:19]1[CH3:20])(=[O:11])=[O:10]. The catalyst class is: 2. (2) Product: [Cl:1][C:2]1[CH:7]=[C:6]2[NH:8][C:9](=[O:31])[C:10]3([CH:15]([C:16]4[CH:21]=[CH:20][CH:19]=[C:18]([Cl:22])[CH:17]=4)[CH2:14][C:13](=[O:23])[N:12]([CH2:24][C:25]([NH:32][C:33]([CH3:37])([CH3:36])[CH2:34][OH:35])=[O:26])[CH:11]3[C:28]([CH3:30])=[CH2:29])[C:5]2=[CH:4][CH:3]=1. Reactant: [Cl:1][C:2]1[CH:7]=[C:6]2[NH:8][C:9](=[O:31])[C:10]3([CH:15]([C:16]4[CH:21]=[CH:20][CH:19]=[C:18]([Cl:22])[CH:17]=4)[CH2:14][C:13](=[O:23])[N:12]([CH2:24][C:25](F)=[O:26])[CH:11]3[C:28]([CH3:30])=[CH2:29])[C:5]2=[CH:4][CH:3]=1.[NH2:32][C:33]([CH3:37])([CH3:36])[CH2:34][OH:35].CN1CCOCC1. The catalyst class is: 367.